Dataset: Full USPTO retrosynthesis dataset with 1.9M reactions from patents (1976-2016). Task: Predict the reactants needed to synthesize the given product. (1) Given the product [CH3:12][N:3]1[C:10](=[O:11])[CH2:9][C:7](=[O:8])[NH:6][C:4]1=[O:5], predict the reactants needed to synthesize it. The reactants are: [OH-].[Na+].[NH:3]1[C:10](=[O:11])[CH2:9][C:7](=[O:8])[NH:6][C:4]1=[O:5].[CH3:12]O. (2) Given the product [CH:16]1([N:13]2[C:6]3[N:7]=[C:8]([S:11][CH3:12])[N:9]=[CH:10][C:5]=3[CH:4]=[C:3]([CH2:2][O:31][CH2:30][CH2:29][O:28][CH3:27])[C:14]2=[O:15])[CH2:20][CH2:19][CH2:18][CH2:17]1, predict the reactants needed to synthesize it. The reactants are: Br[CH2:2][C:3]1[C:14](=[O:15])[N:13]([CH:16]2[CH2:20][CH2:19][CH2:18][CH2:17]2)[C:6]2[N:7]=[C:8]([S:11][CH3:12])[N:9]=[CH:10][C:5]=2[CH:4]=1.C(=O)([O-])[O-].[K+].[K+].[CH3:27][O:28][CH2:29][CH2:30][OH:31]. (3) Given the product [Si:18]([O:17][CH2:16][CH2:15][N:13]([CH3:14])[C:11]([C:9]1[S:10][C:3]2[C:4](=[N:5][CH:6]=[CH:7][C:2]=2[Cl:1])[CH:8]=1)=[O:12])([C:21]([CH3:24])([CH3:23])[CH3:22])([CH3:20])[CH3:19], predict the reactants needed to synthesize it. The reactants are: [Cl:1][C:2]1[CH:7]=[CH:6][N:5]=[C:4]2[CH:8]=[C:9]([C:11]([N:13]([CH2:15][CH2:16][OH:17])[CH3:14])=[O:12])[S:10][C:3]=12.[Si:18](Cl)([C:21]([CH3:24])([CH3:23])[CH3:22])([CH3:20])[CH3:19].CCN(CC)CC. (4) Given the product [CH2:1]([O:8][C:9]1[N:10]=[N:11][C:12]([C:23]#[C:24][C:25]2[CH:30]=[CH:29][C:28]([C:31]([F:34])([F:33])[F:32])=[C:27]([Cl:47])[CH:26]=2)=[CH:13][C:14]=1[O:15][CH2:16][C:17]1[CH:22]=[CH:21][CH:20]=[CH:19][CH:18]=1)[C:2]1[CH:7]=[CH:6][CH:5]=[CH:4][CH:3]=1, predict the reactants needed to synthesize it. The reactants are: [CH2:1]([O:8][C:9]1[N:10]=[N:11][C:12]([C:23]#[C:24][C:25]2[CH:30]=[CH:29][C:28]([C:31]([F:34])([F:33])[F:32])=[C:27](C)[CH:26]=2)=[CH:13][C:14]=1[O:15][CH2:16][C:17]1[CH:22]=[CH:21][CH:20]=[CH:19][CH:18]=1)[C:2]1[CH:7]=[CH:6][CH:5]=[CH:4][CH:3]=1.BrC1C=CC(C(F)(F)F)=C([Cl:47])C=1. (5) Given the product [F:13][C:4]1[C:3]([CH:2]=[O:15])=[CH:12][CH:11]=[CH:10][C:5]=1[C:6]([O:8][CH3:9])=[O:7], predict the reactants needed to synthesize it. The reactants are: Br[CH2:2][C:3]1[C:4]([F:13])=[C:5]([CH:10]=[CH:11][CH:12]=1)[C:6]([O:8][CH3:9])=[O:7].C(=O)(O)[O-:15].[Na+].CS(C)=O.